From a dataset of Catalyst prediction with 721,799 reactions and 888 catalyst types from USPTO. Predict which catalyst facilitates the given reaction. Reactant: [CH3:1][N:2]1[CH:6]=[C:5](B2OC(C)(C)C(C)(C)O2)[CH:4]=[N:3]1.Br[C:17]1[CH:18]=[C:19]([CH:21]=[CH:22][CH:23]=1)[NH2:20].[O-]P([O-])([O-])=O.[K+].[K+].[K+].C1(P(C2CCCCC2)C2CCCCC2)CCCCC1. Product: [CH3:1][N:2]1[CH:6]=[C:5]([C:17]2[CH:18]=[C:19]([NH2:20])[CH:21]=[CH:22][CH:23]=2)[CH:4]=[N:3]1. The catalyst class is: 62.